This data is from Peptide-MHC class I binding affinity with 185,985 pairs from IEDB/IMGT. The task is: Regression. Given a peptide amino acid sequence and an MHC pseudo amino acid sequence, predict their binding affinity value. This is MHC class I binding data. The peptide sequence is SVMAIFYLR. The MHC is HLA-A03:01 with pseudo-sequence HLA-A03:01. The binding affinity (normalized) is 0.429.